Dataset: Forward reaction prediction with 1.9M reactions from USPTO patents (1976-2016). Task: Predict the product of the given reaction. (1) The product is: [C:17]([CH2:16][C:10]1[CH:11]=[CH:12][C:13]([O:14][CH3:15])=[C:8]([CH:9]=1)[CH2:26][CH:21]([C:20](=[O:19])[CH3:27])[C:22]([O:24][CH3:25])=[O:23])#[N:18]. Given the reactants CN(C)C(=O)C.Br[C:8]1[CH:9]=[C:10]([CH2:16][C:17]#[N:18])[CH:11]=[CH:12][C:13]=1[O:14][CH3:15].[OH:19][CH:20]([CH3:27])[C:21](=[CH2:26])[C:22]([O:24][CH3:25])=[O:23].C1(NC2CCCCC2)CCCCC1, predict the reaction product. (2) Given the reactants [NH2:1][C:2]1[CH:7]=[C:6]([N+:8]([O-:10])=[O:9])[CH:5]=[CH:4][C:3]=1[S:11][C:12]1[CH:17]=[CH:16][C:15]([OH:18])=[CH:14][CH:13]=1.C(=O)([O-])[O-].[Cs+].[Cs+].[CH2:25](Br)[C:26]1[CH:31]=[CH:30][CH:29]=[CH:28][CH:27]=1.C(OCC)(=O)C, predict the reaction product. The product is: [CH2:25]([O:18][C:15]1[CH:16]=[CH:17][C:12]([S:11][C:3]2[CH:4]=[CH:5][C:6]([N+:8]([O-:10])=[O:9])=[CH:7][C:2]=2[NH2:1])=[CH:13][CH:14]=1)[C:26]1[CH:31]=[CH:30][CH:29]=[CH:28][CH:27]=1.